From a dataset of Reaction yield outcomes from USPTO patents with 853,638 reactions. Predict the reaction yield, written as a fraction of the theoretical maximum amount of product (1.0 means a 100% yield; for example, 0.34 means a 34% yield). (1) The reactants are Cl.[CH3:2][O:3][C:4](=[O:11])[C@H:5]([CH2:7][CH:8]([CH3:10])[CH3:9])[NH2:6].C([O-])([O-])=O.[Na+].[Na+].[CH2:18]([O:25][C:26](Cl)=[O:27])[C:19]1[CH:24]=[CH:23][CH:22]=[CH:21][CH:20]=1. The catalyst is O1CCOCC1. The product is [CH3:2][O:3][C:4](=[O:11])[C@H:5]([CH2:7][CH:8]([CH3:10])[CH3:9])[NH:6][C:26]([O:25][CH2:18][C:19]1[CH:24]=[CH:23][CH:22]=[CH:21][CH:20]=1)=[O:27]. The yield is 1.00. (2) The yield is 0.200. The catalyst is C(Cl)Cl. The product is [CH3:1][C:2]([CH3:18])([CH3:17])[CH2:3][O:4][C:5]1[CH:9]=[N:8][NH:7][CH:6]=1. The reactants are [CH3:1][C:2]([CH3:18])([CH3:17])[CH2:3][O:4][C:5]1[CH:6]=[N:7][N:8](C(OC(C)(C)C)=O)[CH:9]=1. (3) The reactants are [CH3:1][O:2][C:3](=[O:16])[C@@H:4]([NH:8][C:9]([O:11][C:12]([CH3:15])([CH3:14])[CH3:13])=[O:10])[C@@H:5]([NH2:7])[CH3:6].F[C:18]1[CH:23]=[CH:22][CH:21]=[CH:20][C:19]=1[N+:24]([O-:26])=[O:25].C(=O)([O-])O.[Na+]. The catalyst is CN(C)C=O. The product is [CH3:1][O:2][C:3](=[O:16])[C@@H:4]([NH:8][C:9]([O:11][C:12]([CH3:15])([CH3:14])[CH3:13])=[O:10])[C@@H:5]([NH:7][C:18]1[CH:23]=[CH:22][CH:21]=[CH:20][C:19]=1[N+:24]([O-:26])=[O:25])[CH3:6]. The yield is 0.780. (4) No catalyst specified. The product is [CH3:13][C:14]1[C:18]([CH2:19][N:20]2[CH:24]=[C:23]([NH:25][C:1](=[O:11])[CH:2]=[CH:3][C:4]3[CH:5]=[CH:6][CH:7]=[CH:8][CH:9]=3)[CH:22]=[N:21]2)=[C:17]([CH3:26])[O:16][N:15]=1. The reactants are [C:1]([OH:11])(=O)[CH:2]=[CH:3][C:4]1[CH:9]=[CH:8][CH:7]=[CH:6][CH:5]=1.Cl.[CH3:13][C:14]1[C:18]([CH2:19][N:20]2[CH:24]=[C:23]([NH2:25])[CH:22]=[N:21]2)=[C:17]([CH3:26])[O:16][N:15]=1. The yield is 0.0400.